From a dataset of Forward reaction prediction with 1.9M reactions from USPTO patents (1976-2016). Predict the product of the given reaction. (1) Given the reactants [C:1]([O:5][C:6](=[O:28])[NH:7][C:8]([C:21]1[CH:26]=[CH:25][CH:24]=[C:23]([Br:27])[N:22]=1)([CH3:20])[CH2:9][O:10][C@@:11]([C:17](=O)[NH2:18])([CH3:16])[C:12]([F:15])([F:14])[F:13])([CH3:4])([CH3:3])[CH3:2].CCN(CC)CC.C(OC(C(F)(F)F)=O)(C(F)(F)F)=O.N.CO, predict the reaction product. The product is: [C:1]([O:5][C:6](=[O:28])[NH:7][C:8]([C:21]1[CH:26]=[CH:25][CH:24]=[C:23]([Br:27])[N:22]=1)([CH3:20])[CH2:9][O:10][C@@:11]([C:17]#[N:18])([CH3:16])[C:12]([F:14])([F:15])[F:13])([CH3:2])([CH3:3])[CH3:4]. (2) Given the reactants Br[C:2]1[C:7]2=[N:8][C:9]([C:12]([NH:14][CH:15]([C:17]([OH:20])([CH3:19])[CH3:18])[CH3:16])=[O:13])=[CH:10][N:11]=[C:6]2[CH:5]=[N:4][CH:3]=1.[CH3:21][C:22]1[N:27]=[C:26](B(O)O)[CH:25]=[CH:24][CH:23]=1.C(=O)([O-])[O-].[Cs+].[Cs+].O1CCOCC1, predict the reaction product. The product is: [OH:20][C:17]([CH3:19])([CH3:18])[CH:15]([NH:14][C:12]([C:9]1[N:8]=[C:7]2[C:2]([C:26]3[CH:25]=[CH:24][CH:23]=[C:22]([CH3:21])[N:27]=3)=[CH:3][N:4]=[CH:5][C:6]2=[N:11][CH:10]=1)=[O:13])[CH3:16]. (3) The product is: [OH:8][C:9]1[CH:14]=[CH:13][C:12]([CH:15]([N:30]([N:39]2[CH:43]=[N:42][N:41]=[CH:40]2)[C:31]2[CH:38]=[CH:37][C:34]([C:35]#[N:36])=[CH:33][CH:32]=2)[C:16]2[CH:21]=[CH:20][C:19]([OH:22])=[CH:18][CH:17]=2)=[CH:11][CH:10]=1. Given the reactants C([O:8][C:9]1[CH:14]=[CH:13][C:12]([CH:15]([N:30]([N:39]2[CH:43]=[N:42][N:41]=[CH:40]2)[C:31]2[CH:38]=[CH:37][C:34]([C:35]#[N:36])=[CH:33][CH:32]=2)[C:16]2[CH:21]=[CH:20][C:19]([O:22]CC3C=CC=CC=3)=[CH:18][CH:17]=2)=[CH:11][CH:10]=1)C1C=CC=CC=1, predict the reaction product. (4) Given the reactants [F:1][C:2]1[CH:7]=[CH:6][CH:5]=[CH:4][C:3]=1[C:8](=O)[CH2:9][CH3:10].[NH2:12][C:13]1[CH:21]=[C:20]([Cl:22])[CH:19]=[CH:18][C:14]=1[C:15](O)=O.P(Cl)(Cl)([Cl:25])=O, predict the reaction product. The product is: [Cl:25][C:15]1[C:14]2[C:13](=[CH:21][C:20]([Cl:22])=[CH:19][CH:18]=2)[N:12]=[C:8]([C:3]2[CH:4]=[CH:5][CH:6]=[CH:7][C:2]=2[F:1])[C:9]=1[CH3:10]. (5) Given the reactants Br[C:2]1[CH:3]=[C:4]2[C:11]3([CH:15]=[C:14]([F:16])[C:13](=[O:17])[NH:12]3)[C:10]([CH3:19])([CH3:18])[CH2:9][O:8][C:5]2=[CH:6][CH:7]=1.[F:20][C:21]1[CH:22]=[C:23](B(O)O)[CH:24]=[C:25]([F:27])[CH:26]=1, predict the reaction product. The product is: [F:20][C:21]1[CH:22]=[C:23]([C:2]2[CH:3]=[C:4]3[C:11]4([CH:15]=[C:14]([F:16])[C:13](=[O:17])[NH:12]4)[C:10]([CH3:19])([CH3:18])[CH2:9][O:8][C:5]3=[CH:6][CH:7]=2)[CH:24]=[C:25]([F:27])[CH:26]=1. (6) The product is: [CH3:1][N:2]1[C:10](=[O:11])[C:9]2[C@@H:8]([C:12]3[CH:19]=[CH:18][C:15]([C:16]#[N:17])=[CH:14][C:13]=3[S:20]([CH3:23])(=[O:21])=[O:22])[N:7]([S:38]([CH3:37])(=[O:40])=[O:39])[C:6](=[O:24])[N:5]([C:25]3[CH:30]=[CH:29][CH:28]=[C:27]([C:31]([F:34])([F:32])[F:33])[CH:26]=3)[C:4]=2[CH2:3]1. Given the reactants [CH3:1][N:2]1[C:10](=[O:11])[C:9]2[C@@H:8]([C:12]3[CH:19]=[CH:18][C:15]([C:16]#[N:17])=[CH:14][C:13]=3[S:20]([CH3:23])(=[O:22])=[O:21])[NH:7][C:6](=[O:24])[N:5]([C:25]3[CH:30]=[CH:29][CH:28]=[C:27]([C:31]([F:34])([F:33])[F:32])[CH:26]=3)[C:4]=2[CH2:3]1.[H-].[Na+].[CH3:37][S:38](Cl)(=[O:40])=[O:39], predict the reaction product. (7) Given the reactants [F:1][C:2]1[CH:9]=[CH:8][C:7]([CH2:10][O:11][N:12]=[C:13]2[CH2:18][CH2:17][NH:16][CH2:15][CH2:14]2)=[CH:6][C:3]=1[C:4]#[N:5].C(N(CC)CC)C.Cl[S:27]([C:30]1[CH:31]=[CH:32][C:33]2[N:37]=[C:36]([NH:38][C:39](=[O:42])[O:40][CH3:41])[NH:35][C:34]=2[CH:43]=1)(=[O:29])=[O:28], predict the reaction product. The product is: [C:4]([C:3]1[CH:6]=[C:7]([CH:8]=[CH:9][C:2]=1[F:1])[CH2:10][O:11][N:12]=[C:13]1[CH2:14][CH2:15][N:16]([S:27]([C:30]2[CH:31]=[CH:32][C:33]3[N:37]=[C:36]([NH:38][C:39](=[O:42])[O:40][CH3:41])[NH:35][C:34]=3[CH:43]=2)(=[O:28])=[O:29])[CH2:17][CH2:18]1)#[N:5]. (8) Given the reactants [F:1][C:2]([F:16])([F:15])[C:3]1[CH:8]=[CH:7][C:6]([C@:9]23[CH2:14][C@H:13]2[CH2:12][NH:11][CH2:10]3)=[CH:5][CH:4]=1.Cl[CH2:18][CH2:19][CH2:20][CH2:21][N:22]1[CH:27]=[C:26]([C:28]2[CH:33]=[CH:32][CH:31]=[CH:30][CH:29]=2)[CH:25]=[N:24][C:23]1=[O:34].C(N(CC)CC)C, predict the reaction product. The product is: [C:28]1([C:26]2[CH:25]=[N:24][C:23](=[O:34])[N:22]([CH2:21][CH2:20][CH2:19][CH2:18][N:11]3[CH2:12][C@H:13]4[C@:9]([C:6]5[CH:5]=[CH:4][C:3]([C:2]([F:1])([F:15])[F:16])=[CH:8][CH:7]=5)([CH2:14]4)[CH2:10]3)[CH:27]=2)[CH:29]=[CH:30][CH:31]=[CH:32][CH:33]=1.